From a dataset of Full USPTO retrosynthesis dataset with 1.9M reactions from patents (1976-2016). Predict the reactants needed to synthesize the given product. (1) The reactants are: [NH2:1][C:2]1[CH:7]=[CH:6][C:5]([N:8]2[CH:13]=[CH:12][C:11](=[O:14])[CH2:10][CH2:9]2)=[C:4]([F:15])[CH:3]=1.N1C=CC=CC=1.Cl[C:23]([O:25][CH2:26][CH:27]([CH3:29])[CH3:28])=[O:24].C(OCC)(=O)C. Given the product [F:15][C:4]1[CH:3]=[C:2]([NH:1][C:23](=[O:24])[O:25][CH2:26][CH:27]([CH3:29])[CH3:28])[CH:7]=[CH:6][C:5]=1[N:8]1[CH:9]=[CH:10][C:11](=[O:14])[CH2:12][CH2:13]1, predict the reactants needed to synthesize it. (2) Given the product [N:35]1([CH2:30][C:28]2[C:27]([CH3:32])=[N:26][N:25]([C:23]3[C:22]([CH3:33])=[CH:21][N:20]=[C:19]([NH:18][C:4]4[C:3]([O:2][CH3:1])=[CH:8][C:7]([N:9]5[CH2:10][CH2:11][O:12][CH2:13][CH2:14]5)=[C:6]([NH:15][C:3](=[O:2])[CH:4]=[CH2:5])[CH:5]=4)[N:24]=3)[CH:29]=2)[CH2:38][CH2:37][CH2:36]1, predict the reactants needed to synthesize it. The reactants are: [CH3:1][O:2][C:3]1[CH:8]=[C:7]([N:9]2[CH2:14][CH2:13][O:12][CH2:11][CH2:10]2)[C:6]([N+:15]([O-])=O)=[CH:5][C:4]=1[NH:18][C:19]1[N:24]=[C:23]([N:25]2[CH:29]=[C:28]([CH:30]=O)[C:27]([CH3:32])=[N:26]2)[C:22]([CH3:33])=[CH:21][N:20]=1.Cl.[NH:35]1[CH2:38][CH2:37][CH2:36]1. (3) Given the product [CH3:10][O:11][C:12]1[CH:17]=[CH:16][CH:15]=[CH:14][C:13]=1[N:18]1[CH2:19][CH2:20][N:21]([CH2:24][CH:25]2[CH2:30][CH2:29][CH2:28][N:27]([C:1]([C:2]3[CH:7]=[CH:6][CH:5]=[CH:4][CH:3]=3)=[O:8])[CH2:26]2)[CH2:22][CH2:23]1, predict the reactants needed to synthesize it. The reactants are: [C:1](Cl)(=[O:8])[C:2]1[CH:7]=[CH:6][CH:5]=[CH:4][CH:3]=1.[CH3:10][O:11][C:12]1[CH:17]=[CH:16][CH:15]=[CH:14][C:13]=1[N:18]1[CH2:23][CH2:22][N:21]([CH2:24][CH:25]2[CH2:30][CH2:29][CH2:28][NH:27][CH2:26]2)[CH2:20][CH2:19]1.C(N(CC)CC)C.